The task is: Predict the reactants needed to synthesize the given product.. This data is from Full USPTO retrosynthesis dataset with 1.9M reactions from patents (1976-2016). (1) Given the product [Cl:23][C:24]1[CH:29]=[C:28]([C:2]2[N:7]=[C:6]([C:8]3[CH:13]=[CH:12][C:11]([C:14]([F:15])([F:16])[F:17])=[CH:10][C:9]=3[F:18])[CH:5]=[C:4]([C:19]([F:22])([F:21])[F:20])[N:3]=2)[CH:27]=[CH:26][N:25]=1, predict the reactants needed to synthesize it. The reactants are: Cl[C:2]1[N:7]=[C:6]([C:8]2[CH:13]=[CH:12][C:11]([C:14]([F:17])([F:16])[F:15])=[CH:10][C:9]=2[F:18])[CH:5]=[C:4]([C:19]([F:22])([F:21])[F:20])[N:3]=1.[Cl:23][C:24]1[CH:29]=[C:28](B(O)O)[CH:27]=[CH:26][N:25]=1. (2) Given the product [C:17]1(=[O:21])[C:18]2[C:14](=[CH:13][CH:12]=[CH:20][CH:19]=2)[CH2:15][CH2:16]1, predict the reactants needed to synthesize it. The reactants are: [Cl-].[Al+3].[Cl-].[Cl-].C(Cl)(=O)C=CC.O[C:12]1[CH:13]=[C:14]2[C:18](=[CH:19][CH:20]=1)[C:17](=[O:21])[CH2:16][CH2:15]2.O. (3) Given the product [O:3]=[S:2]1(=[O:4])[C:5]2[CH:6]=[C:7]([O:8][C:9]3[CH:10]=[C:11]([CH:15]=[CH:16][CH:17]=3)[C:12]([OH:14])=[O:13])[CH:18]=[CH:19][C:20]=2[N:21]2[CH2:25][CH2:24][CH2:23][C:22]2=[N:1]1, predict the reactants needed to synthesize it. The reactants are: [NH2:1][S:2]([C:5]1[CH:6]=[C:7]([CH:18]=[CH:19][C:20]=1[N:21]1[CH2:25][CH2:24][CH2:23][C:22]1=O)[O:8][C:9]1[CH:10]=[C:11]([CH:15]=[CH:16][CH:17]=1)[C:12]([OH:14])=[O:13])(=[O:4])=[O:3].C1CCN2C(=NCCC2)CC1.Cl. (4) Given the product [C:11]([C:13]1([NH:16][C:17]([C@@H:19]2[CH2:24][CH2:23][CH2:22][CH2:21][C@H:20]2[C:25]([N:27]2[CH2:40][CH2:39][C:30]3[NH:31][C:32]4[C:33]([O:38][CH2:3][CH2:4][N:5]5[CH2:10][CH2:9][O:8][CH2:7][CH2:6]5)=[CH:34][CH:35]=[CH:36][C:37]=4[C:29]=3[CH2:28]2)=[O:26])=[O:18])[CH2:15][CH2:14]1)#[N:12], predict the reactants needed to synthesize it. The reactants are: Cl.Cl[CH2:3][CH2:4][N:5]1[CH2:10][CH2:9][O:8][CH2:7][CH2:6]1.[C:11]([C:13]1([NH:16][C:17]([C@@H:19]2[CH2:24][CH2:23][CH2:22][CH2:21][C@H:20]2[C:25]([N:27]2[CH2:40][CH2:39][C:30]3[NH:31][C:32]4[C:33]([OH:38])=[CH:34][CH:35]=[CH:36][C:37]=4[C:29]=3[CH2:28]2)=[O:26])=[O:18])[CH2:15][CH2:14]1)#[N:12].C(=O)([O-])[O-].[K+].[K+]. (5) The reactants are: [CH3:1][C:2]1[CH:3]=[C:4]([OH:8])[CH:5]=[CH:6][CH:7]=1.FC(F)(F)S(O)(=O)=O.[C:17](Cl)(=[O:20])[CH2:18][CH3:19]. Given the product [OH:8][C:4]1[CH:5]=[CH:6][C:7]([C:17](=[O:20])[CH2:18][CH3:19])=[C:2]([CH3:1])[CH:3]=1, predict the reactants needed to synthesize it. (6) Given the product [Br:1][C:2]1[C:3]([S:9][CH3:10])=[N:4][C:5]([NH:15][C:12]([CH3:14])([CH3:13])[CH3:11])=[N:6][CH:7]=1, predict the reactants needed to synthesize it. The reactants are: [Br:1][C:2]1[C:3]([S:9][CH3:10])=[N:4][C:5](Cl)=[N:6][CH:7]=1.[CH3:11][C:12]([NH2:15])([CH3:14])[CH3:13]. (7) Given the product [NH2:6][C:7]1[C:12]([N+:13]([O-:15])=[O:14])=[CH:11][CH:10]=[C:9]([O:2][CH3:1])[N:8]=1, predict the reactants needed to synthesize it. The reactants are: [CH3:1][O-:2].[Na+].CO.[NH2:6][C:7]1[C:12]([N+:13]([O-:15])=[O:14])=[CH:11][CH:10]=[C:9](Cl)[N:8]=1.